From a dataset of Full USPTO retrosynthesis dataset with 1.9M reactions from patents (1976-2016). Predict the reactants needed to synthesize the given product. Given the product [Br:15][C:16]1[CH:23]=[CH:22][C:19]([C:20]([C:3]2[CH:8]=[C:7]([O:9][CH3:10])[C:6]([O:11][CH3:12])=[C:5]([O:13][CH3:14])[CH:4]=2)=[O:21])=[CH:18][CH:17]=1, predict the reactants needed to synthesize it. The reactants are: [Mg].Br[C:3]1[CH:8]=[C:7]([O:9][CH3:10])[C:6]([O:11][CH3:12])=[C:5]([O:13][CH3:14])[CH:4]=1.[Br:15][C:16]1[CH:23]=[CH:22][C:19]([CH:20]=[O:21])=[CH:18][CH:17]=1.C1C=C[NH+]=CC=1.C1C=C[NH+]=CC=1.[O-][Cr](O[Cr]([O-])(=O)=O)(=O)=O.